This data is from Full USPTO retrosynthesis dataset with 1.9M reactions from patents (1976-2016). The task is: Predict the reactants needed to synthesize the given product. (1) Given the product [Cl:8][C:6]1[CH:7]=[C:2]([CH:40]=[O:41])[CH:3]=[C:4]([Cl:31])[C:5]=1[N:9]1[C:13]2=[N:14][C:15]([CH2:19][C:20]3[CH:25]=[CH:24][CH:23]=[C:22]([O:26][CH3:27])[CH:21]=3)=[N:16][C:17](=[O:18])[C:12]2=[C:11]([CH:28]([CH3:30])[CH3:29])[NH:10]1, predict the reactants needed to synthesize it. The reactants are: Br[C:2]1[CH:7]=[C:6]([Cl:8])[C:5]([N:9]2[C:13]3=[N:14][C:15]([CH2:19][C:20]4[CH:25]=[CH:24][CH:23]=[C:22]([O:26][CH3:27])[CH:21]=4)=[N:16][C:17](=[O:18])[C:12]3=[C:11]([CH:28]([CH3:30])[CH3:29])[NH:10]2)=[C:4]([Cl:31])[CH:3]=1.C([Mg]Cl)(C)C.CN([CH:40]=[O:41])C. (2) Given the product [CH2:1]([C:9]1([N:8]([CH3:31])[CH3:7])[CH2:14][CH2:13][CH:12]([CH:15]([O:23][CH:24]([O:26][CH2:27][CH3:28])[CH3:25])[CH2:16][C:17]2[CH:22]=[CH:21][CH:20]=[CH:19][CH:18]=2)[CH2:11][CH2:10]1)[CH2:2][CH2:3][CH3:4], predict the reactants needed to synthesize it. The reactants are: [CH2:1]([Mg]Cl)[CH2:2][CH2:3][CH3:4].[CH3:7][N:8]([CH3:31])[C:9]1(C#N)[CH2:14][CH2:13][CH:12]([CH:15]([O:23][CH:24]([O:26][CH2:27][CH3:28])[CH3:25])[CH2:16][C:17]2[CH:22]=[CH:21][CH:20]=[CH:19][CH:18]=2)[CH2:11][CH2:10]1.O.[Cl-].[NH4+].